Dataset: Forward reaction prediction with 1.9M reactions from USPTO patents (1976-2016). Task: Predict the product of the given reaction. (1) Given the reactants Cl[C:2]1[CH:7]=[C:6]([C:8]#[N:9])[CH:5]=[CH:4][N:3]=1.[S:10]1[CH:14]=[CH:13][CH:12]=[C:11]1OB(O)O.C(=O)([O-])[O-].[K+].[K+].C(OCC)(=O)C, predict the reaction product. The product is: [S:10]1[CH:14]=[CH:13][CH:12]=[C:11]1[C:2]1[CH:7]=[C:6]([CH:5]=[CH:4][N:3]=1)[C:8]#[N:9]. (2) Given the reactants [C:1]([O:4][CH2:5][C@H:6]([CH2:9][CH:10]([O:14][CH2:15][CH3:16])[O:11][CH2:12][CH3:13])[CH2:7][OH:8])(=[O:3])[CH3:2].C(Cl)Cl.CCN([CH2:25][CH3:26])CC.[S:27](Cl)([C:30]1C=C[C:33]([CH3:34])=[CH:32][CH:31]=1)(=[O:29])=[O:28], predict the reaction product. The product is: [C:25]1([CH3:26])[C:30]([S:27]([O:8][CH2:7][C@H:6]([CH2:5][O:4][C:1](=[O:3])[CH3:2])[CH2:9][CH:10]([O:14][CH2:15][CH3:16])[O:11][CH2:12][CH3:13])(=[O:29])=[O:28])=[CH:31][CH:32]=[CH:33][CH:34]=1. (3) Given the reactants [H-].[Na+].[CH:3]1([S:6]([NH2:9])(=[O:8])=[O:7])[CH2:5][CH2:4]1.[CH3:10][C:11]1([CH3:30])[C:20]2[C:15](=[CH:16][CH:17]=[C:18]([C:21](O)=[O:22])[CH:19]=2)[NH:14][CH:13]([C:24]2[CH:25]=[N:26][CH:27]=[CH:28][CH:29]=2)[CH2:12]1.C(N1C=CN=C1)(N1C=CN=C1)=O, predict the reaction product. The product is: [CH3:10][C:11]1([CH3:30])[C:20]2[C:15](=[CH:16][CH:17]=[C:18]([C:21]([NH:9][S:6]([CH:3]3[CH2:5][CH2:4]3)(=[O:8])=[O:7])=[O:22])[CH:19]=2)[NH:14][CH:13]([C:24]2[CH:25]=[N:26][CH:27]=[CH:28][CH:29]=2)[CH2:12]1. (4) Given the reactants [C:1]1(=[O:7])[O:6]CCCC1.I[CH3:9].[Li+].C[Si]([N-][Si](C)(C)C)(C)C.C[CH2:21][CH2:22][CH2:23][CH2:24][CH3:25], predict the reaction product. The product is: [CH3:9][C:24]1([CH3:25])[CH2:23][CH2:22][CH2:21][O:7][C:1]1=[O:6]. (5) Given the reactants Cl[C:2]1[N:7]=[C:6]([C:8]2[CH:9]=[N:10][CH:11]=[CH:12][CH:13]=2)[CH:5]=[CH:4][N:3]=1.[NH2:14][C:15]1[CH:20]=[C:19]([N+:21]([O-:23])=[O:22])[CH:18]=[CH:17][C:16]=1[CH3:24].[OH-].[Na+], predict the reaction product. The product is: [CH3:24][C:16]1[CH:17]=[CH:18][C:19]([N+:21]([O-:23])=[O:22])=[CH:20][C:15]=1[NH:14][C:2]1[N:7]=[C:6]([C:8]2[CH:9]=[N:10][CH:11]=[CH:12][CH:13]=2)[CH:5]=[CH:4][N:3]=1. (6) The product is: [CH2:1]([O:8][C:9]1[CH:18]=[C:17]2[C:12]([CH2:13][CH2:14][CH2:15][C:16]2=[N:26][OH:27])=[CH:11][CH:10]=1)[C:2]1[CH:7]=[CH:6][CH:5]=[CH:4][CH:3]=1. Given the reactants [CH2:1]([O:8][C:9]1[CH:18]=[C:17]2[C:12]([CH2:13][CH2:14][CH2:15][C:16]2=O)=[CH:11][CH:10]=1)[C:2]1[CH:7]=[CH:6][CH:5]=[CH:4][CH:3]=1.C([O-])(=O)C.[Na+].Cl.[NH2:26][OH:27], predict the reaction product. (7) The product is: [CH2:8]([C:10]1[C:18]2[C:13](=[CH:14][CH:15]=[CH:16][CH:17]=2)[N:12]([C:19]2[N:23]=[C:22]([CH:24]3[CH2:29][CH2:28][N:27]([CH2:42][C@@H:38]4[CH2:39][CH2:40][CH2:41][N:37]4[C:35]([O:34][C:30]([CH3:31])([CH3:33])[CH3:32])=[O:36])[CH2:26][CH2:25]3)[O:21][N:20]=2)[N:11]=1)[CH3:9]. Given the reactants FC(F)(F)C(O)=O.[CH2:8]([C:10]1[C:18]2[C:13](=[CH:14][CH:15]=[CH:16][CH:17]=2)[N:12]([C:19]2[N:23]=[C:22]([CH:24]3[CH2:29][CH2:28][NH:27][CH2:26][CH2:25]3)[O:21][N:20]=2)[N:11]=1)[CH3:9].[C:30]([O:34][C:35]([N:37]1[CH2:41][CH2:40][CH2:39][C@H:38]1[CH:42]=O)=[O:36])([CH3:33])([CH3:32])[CH3:31].C(=O)(O)[O-].[Na+], predict the reaction product.